Regression. Given a peptide amino acid sequence and an MHC pseudo amino acid sequence, predict their binding affinity value. This is MHC class II binding data. From a dataset of Peptide-MHC class II binding affinity with 134,281 pairs from IEDB. The peptide sequence is AVHVWLRLPAGRVEI. The MHC is HLA-DPA10201-DPB10501 with pseudo-sequence HLA-DPA10201-DPB10501. The binding affinity (normalized) is 0.251.